This data is from Full USPTO retrosynthesis dataset with 1.9M reactions from patents (1976-2016). The task is: Predict the reactants needed to synthesize the given product. (1) Given the product [Cl:1][C:2]1[C:3]([I:22])=[CH:4][C:5]2[N:6]([C:8]([C:11]3[CH:16]=[CH:15][CH:14]=[CH:13][C:12]=3[F:17])=[N:9][N:10]=2)[N:7]=1, predict the reactants needed to synthesize it. The reactants are: [Cl:1][C:2]1[C:3]([Si](C)(C)C)=[CH:4][C:5]2[N:6]([C:8]([C:11]3[CH:16]=[CH:15][CH:14]=[CH:13][C:12]=3[F:17])=[N:9][N:10]=2)[N:7]=1.[I:22]CCI. (2) Given the product [CH:1]([C:4]1[CH:8]=[C:7]([C:9]2[CH:14]=[CH:13][CH:12]=[CH:11][CH:10]=2)[N:6]([CH2:16][C:17]2[CH:22]=[CH:21][C:20]([CH2:23][OH:24])=[CH:19][CH:18]=2)[N:5]=1)([CH3:3])[CH3:2], predict the reactants needed to synthesize it. The reactants are: [CH:1]([C:4]1[CH:8]=[C:7]([C:9]2[CH:14]=[CH:13][CH:12]=[CH:11][CH:10]=2)[NH:6][N:5]=1)([CH3:3])[CH3:2].Cl[CH2:16][C:17]1[CH:22]=[CH:21][C:20]([CH2:23][OH:24])=[CH:19][CH:18]=1. (3) Given the product [NH2:17][C:12]1[S:13][CH2:14][C@@H:15]2[CH2:16][N:8]([C:5]3[N:4]=[C:3]([C:32]([OH:35])([CH3:33])[CH3:34])[C:2]([F:1])=[CH:7][N:6]=3)[CH2:9][C@:10]2([C:26]2[CH:31]=[N:30][CH:29]=[CH:28][N:27]=2)[N:11]=1, predict the reactants needed to synthesize it. The reactants are: [F:1][C:2]1[C:3]([C:32]([OH:35])([CH3:34])[CH3:33])=[N:4][C:5]([N:8]2[CH2:16][C@@H:15]3[C@@:10]([C:26]4[CH:31]=[N:30][CH:29]=[CH:28][N:27]=4)([N:11]=[C:12]([NH:17]C(=O)C4C=CC=CC=4)[S:13][CH2:14]3)[CH2:9]2)=[N:6][CH:7]=1.[OH-].[Li+].